The task is: Predict the reaction yield, written as a fraction of the theoretical maximum amount of product (1.0 means a 100% yield; for example, 0.34 means a 34% yield).. This data is from Reaction yield outcomes from USPTO patents with 853,638 reactions. (1) The reactants are [Cl:1][C:2]1[CH:8]=[CH:7][C:5]([NH2:6])=[CH:4][CH:3]=1.[CH:9](O)=[O:10]. No catalyst specified. The product is [Cl:1][C:2]1[CH:8]=[CH:7][C:5]([NH:6][CH:9]=[O:10])=[CH:4][CH:3]=1. The yield is 0.970. (2) The reactants are [F:1][C:2]1[CH:19]=[C:18]([O:20][CH2:21][C:22]2[CH:23]=[N:24][C:25]([O:28][CH3:29])=[CH:26][CH:27]=2)[C:17]([O:30][CH3:31])=[CH:16][C:3]=1[CH2:4][NH:5][C:6]1[CH:11]=[CH:10][C:9]([I:12])=[CH:8][C:7]=1[N+:13]([O-])=O.O.[Cl-].[NH4+]. The catalyst is O1CCCC1.CO.O.O.O.O.O.O.O.S([O-])([O-])(=O)=O.[Fe+2].[Zn]. The product is [F:1][C:2]1[CH:19]=[C:18]([O:20][CH2:21][C:22]2[CH:23]=[N:24][C:25]([O:28][CH3:29])=[CH:26][CH:27]=2)[C:17]([O:30][CH3:31])=[CH:16][C:3]=1[CH2:4][NH:5][C:6]1[C:7]([NH2:13])=[CH:8][C:9]([I:12])=[CH:10][CH:11]=1. The yield is 1.00. (3) The reactants are [F:1][C:2]1[CH:26]=[C:25]([F:27])[CH:24]=[CH:23][C:3]=1[CH2:4][O:5][C:6]1[CH:11]=[C:10]([CH3:12])[N:9]([C:13]2[CH:18]=[C:17]([CH2:19][OH:20])[CH:16]=[CH:15][C:14]=2[CH3:21])[C:8](=[O:22])[CH:7]=1.[Br:28]N1C(=O)CCC1=O. The catalyst is C(Cl)Cl. The product is [Br:28][C:7]1[C:8](=[O:22])[N:9]([C:13]2[CH:18]=[C:17]([CH2:19][OH:20])[CH:16]=[CH:15][C:14]=2[CH3:21])[C:10]([CH3:12])=[CH:11][C:6]=1[O:5][CH2:4][C:3]1[CH:23]=[CH:24][C:25]([F:27])=[CH:26][C:2]=1[F:1]. The yield is 0.800. (4) The reactants are [Br:1][C:2]1[CH:6]=[N:5][N:4]([CH3:7])[C:3]=1[C:8]1[CH:9]=[C:10]([NH2:23])[CH:11]=[CH:12][C:13]=1[O:14][CH2:15][CH2:16][N:17]1[CH2:22][CH2:21][O:20][CH2:19][CH2:18]1.[CH:24]1([C:29](O)=[O:30])[CH2:28][CH2:27][CH2:26][CH2:25]1.CN(C(ON1N=NC2C=CC=NC1=2)=[N+](C)C)C.F[P-](F)(F)(F)(F)F.C(N(CC)CC)C. The catalyst is CN(C=O)C. The product is [Br:1][C:2]1[CH:6]=[N:5][N:4]([CH3:7])[C:3]=1[C:8]1[CH:9]=[C:10]([NH:23][C:29]([CH:24]2[CH2:28][CH2:27][CH2:26][CH2:25]2)=[O:30])[CH:11]=[CH:12][C:13]=1[O:14][CH2:15][CH2:16][N:17]1[CH2:18][CH2:19][O:20][CH2:21][CH2:22]1. The yield is 0.210.